From a dataset of Reaction yield outcomes from USPTO patents with 853,638 reactions. Predict the reaction yield, written as a fraction of the theoretical maximum amount of product (1.0 means a 100% yield; for example, 0.34 means a 34% yield). (1) The reactants are [NH2:1][C:2]1([C:7]([NH2:9])=[O:8])[CH2:6][CH2:5][CH2:4][CH2:3]1.[Br:10][C:11]1[CH:19]=[CH:18][C:14]([C:15](O)=[O:16])=[CH:13][CH:12]=1.CCN=C=NCCCN(C)C.C1C=CC2N(O)N=NC=2C=1.CCN(C(C)C)C(C)C. The catalyst is CN(C=O)C. The product is [Br:10][C:11]1[CH:19]=[CH:18][C:14]([C:15]([NH:1][C:2]2([C:7](=[O:8])[NH2:9])[CH2:6][CH2:5][CH2:4][CH2:3]2)=[O:16])=[CH:13][CH:12]=1. The yield is 0.990. (2) The reactants are C([N-]C(C)C)(C)C.[Li+].[N:9]1[CH:14]=[CH:13][C:12]([CH3:15])=[CH:11][CH:10]=1.CN(OC)[C:18]([C:20]1[CH:24]=[CH:23][O:22][C:21]=1[CH3:25])=[O:19]. The catalyst is O1CCCC1.[Cl-].[Na+].O. The product is [CH3:25][C:21]1[O:22][CH:23]=[CH:24][C:20]=1[C:18](=[O:19])[CH2:15][C:12]1[CH:13]=[CH:14][N:9]=[CH:10][CH:11]=1. The yield is 0.920. (3) The reactants are C(OC([C@@]1(N[C:13]([O:15][C:16]([CH3:19])([CH3:18])[CH3:17])=[O:14])C[C@H]1C1CC1)=O)C.CC[N:22]([CH2:25][CH3:26])[CH2:23]C.C1C=CC(P(N=[N+]=[N-])(C2C=CC=CC=2)=[O:34])=CC=1.[CH3:44][Si:45]([CH3:50])([CH3:49])[CH2:46][CH2:47][OH:48].[CH:51]1[CH:56]=CC=C[CH:52]=1. No catalyst specified. The product is [C:16]([O:15][C:13]([C@:25]1([NH:22][C:23]([O:48][CH2:47][CH2:46][Si:45]([CH3:50])([CH3:49])[CH3:44])=[O:34])[CH2:26][C@@H:52]1[CH2:51][CH3:56])=[O:14])([CH3:17])([CH3:18])[CH3:19]. The yield is 0.520. (4) The reactants are Br[C:2]1[S:6][C:5]([NH:7][C:8]([NH:10][C:11]2[CH:16]=[CH:15][C:14]([CH3:17])=[CH:13][C:12]=2[C:18]([CH:20]2[CH2:24][CH2:23][CH2:22][CH2:21]2)=[O:19])=[O:9])=[N:4][CH:3]=1.[SH:25][CH2:26][CH2:27][NH:28][C:29](=[O:31])[CH3:30]. No catalyst specified. The product is [CH:20]1([C:18]([C:12]2[CH:13]=[C:14]([CH3:17])[CH:15]=[CH:16][C:11]=2[NH:10][C:8](=[O:9])[NH:7][C:5]2[S:6][C:2]([S:25][CH2:26][CH2:27][NH:28][C:29](=[O:31])[CH3:30])=[CH:3][N:4]=2)=[O:19])[CH2:24][CH2:23][CH2:22][CH2:21]1. The yield is 0.350. (5) The product is [C:4]([O:3][C:1]([N:8]1[CH2:13][CH2:12][CH2:11][CH:10]([CH2:14][C:35]2[CH:25]=[CH:26][C:27]3[O:31][C:30]([F:32])([F:33])[O:29][C:28]=3[CH:34]=2)[CH2:9]1)=[O:2])([CH3:7])([CH3:6])[CH3:5]. The reactants are [C:1]([N:8]1[CH2:13][CH2:12][CH2:11][C:10](=[CH2:14])[CH2:9]1)([O:3][C:4]([CH3:7])([CH3:6])[CH3:5])=[O:2].B1C2CCCC1CCC2.Br[C:25]1[CH:35]=[CH:34][C:28]2[O:29][C:30]([F:33])([F:32])[O:31][C:27]=2[CH:26]=1.C(=O)([O-])[O-].[K+].[K+].[OH-].[Na+]. The yield is 0.670. The catalyst is CN(C=O)C.O.O.C1COCC1. (6) The reactants are Cl.[O:2]1[C:6]2[CH:7]=[CH:8][C:9]([C:11]3[CH:16]=[CH:15][C:14]([N:17]4[C:21]([CH2:22][C@@H:23]5[CH2:27][CH2:26][NH:25][CH2:24]5)=[N:20][NH:19][C:18]4=[O:28])=[CH:13][CH:12]=3)=[CH:10][C:5]=2[CH:4]=[CH:3]1.C(N(CC)C(C)C)(C)C.[C:38](Cl)(=[O:41])[CH2:39][CH3:40]. The catalyst is ClCCl. The product is [O:2]1[C:6]2[CH:7]=[CH:8][C:9]([C:11]3[CH:16]=[CH:15][C:14]([N:17]4[C:21]([CH2:22][C@@H:23]5[CH2:27][CH2:26][N:25]([C:38](=[O:41])[CH2:39][CH3:40])[CH2:24]5)=[N:20][NH:19][C:18]4=[O:28])=[CH:13][CH:12]=3)=[CH:10][C:5]=2[CH:4]=[CH:3]1. The yield is 0.610.